From a dataset of Experimentally validated miRNA-target interactions with 360,000+ pairs, plus equal number of negative samples. Binary Classification. Given a miRNA mature sequence and a target amino acid sequence, predict their likelihood of interaction. (1) The miRNA is hsa-miR-4745-5p with sequence UGAGUGGGGCUCCCGGGACGGCG. The protein sequence of the target gene is MDLGVRVSGHETVSSPGQTELGSGFSNKQERSGFDGEDCWRSSKLSRTSTDGFSSSPASAKTLSFHQGIPLLRSTTINDPRKGQEHMLSFSSASGKSDVSPYLQYCRNSGYGLGGMMNTSNMHGNLLTGVKGPFSLTQWAELEQQALIYKYITANVPVPSSLLLSLKKSFFPYGSLPPNSFGWGSFHLGFSGGNMDPEPGRCRRTDGKKWRCSRDAVPDQKYCERHINRGRHRSRKPVEGQNGHNTNAAAAASAAAASTAAAVSKAAAGTSAVAMRGSDNNNSLAAAVGTQHHTNNQSTD.... Result: 0 (no interaction). (2) The miRNA is hsa-miR-5588-5p with sequence ACUGGCAUUAGUGGGACUUUU. The protein sequence of the target gene is MFSLKPPRPSFRSYLLPPAQTDDKISSEPKIKKLEPVLLPGEIVVNEVNFVRKCIATDTSQYDLWGKLICSNFKISFITDDPMPLQKFHYRNLLLGEHDVPLTCIEQIVTVNDHKRKQKVLGPNQKLKFNPTELIIYCKDFRIVRFRFDESGPESAKKVCLAIAHYSQPTDLQLLFAFEYVGKKYHNSANKVNGVSSGGGGVWSGAGSTGSQRTPLFETYSDWDRETKRTGASGWRVCSINEGYMISTCLPEYFVVPSSLADQDLKIFSHSFVGRRMPFWCWSHSNGSALVRMALIKDAL.... Result: 0 (no interaction). (3) The miRNA is dme-miR-315-5p with sequence UUUUGAUUGUUGCUCAGAAAGC. The protein sequence of the target gene is MRECISVHVGQAGVQIGNACWELFCLEHGIQADGTFDAQASKINDDDSFTTFFSETGNGKHVPRAVMIDLEPTVVDEVRAGTYRQLFHPEQLITGKEDAANNYARGHYTVGKESIDLVLDRIRKLTDACSGLQGFLIFHSFGGGTGSGFTSLLMERLSLDYGKKSKLEFAIYPAPQVSTAVVEPYNSILTTHTTLEHSDCAFMVDNEAIYDICRRNLDIERPTYTNLNRLISQIVSSITASLRFDGALNVDLTEFQTNLVPYPRIHFPLVTYAPIISAEKAYHEQLSVAEITSSCFEPNS.... Result: 0 (no interaction). (4) The miRNA is hsa-miR-6744-3p with sequence GGGCCUCUCUUGUCAUCCUGCAG. The protein sequence of the target gene is MATRGGAGVAMAVWSLLSARAVTAFLLLFLPRFLQAQTFSFPFQQPEKCDNNQYFDISALSCVPCGANQRQDARGTSCVCLPGFQMISNNGGPAIICKKCPENMKGVTEDGWNCISCPSDLTAEGKCHCPIGHILVERDINGTLLSQATCELCDGNENSFMVVNALGDRCVRCEPTFVNTSRSCACSEPNILTGGLCFSSTGNFPLRRISAARYGEVGMSLTSEWFAKYLQSSAAACWVYANLTSCQALGNMCVMNMNSYDFATFDACGLFQFIFENTAGLSTVHSISFWRQNLPWLFYG.... Result: 1 (interaction). (5) The miRNA is hsa-miR-4467 with sequence UGGCGGCGGUAGUUAUGGGCUU. The protein sequence of the target gene is MQRYWRFQDNKIQDICFGVLGESWIQRPVMARYYSEGQSLQQDDSFIEGVSDQVLVAVVVSLALTATLLYALLRNVQQNIHPENQELVRVLREQFQTEQDVPAPARQQFYTEMYCPICLHQASFPVETNCGHLFCGSCIIAYWRYGSWLGAISCPICRQTVTLLLTVFGEDDQSQDVIRLRQDVNDYNRRFSGQPRSIMERIMDLPTLLRHAFREVFSVGGLFWMFRIRIMLCLMGAFFYLISPLDFVPEALFGILGFLDDFFVIFLLLIYISIMYREVITQRLTR. Result: 0 (no interaction).